This data is from NCI-60 drug combinations with 297,098 pairs across 59 cell lines. The task is: Regression. Given two drug SMILES strings and cell line genomic features, predict the synergy score measuring deviation from expected non-interaction effect. (1) Drug 1: C1CCC(CC1)NC(=O)N(CCCl)N=O. Drug 2: C1=CN(C=N1)CC(O)(P(=O)(O)O)P(=O)(O)O. Cell line: HL-60(TB). Synergy scores: CSS=10.3, Synergy_ZIP=-13.4, Synergy_Bliss=-17.6, Synergy_Loewe=-24.3, Synergy_HSA=-17.1. (2) Drug 1: C1CC(=O)NC(=O)C1N2C(=O)C3=CC=CC=C3C2=O. Drug 2: CC1C(C(CC(O1)OC2CC(CC3=C2C(=C4C(=C3O)C(=O)C5=C(C4=O)C(=CC=C5)OC)O)(C(=O)CO)O)N)O.Cl. Cell line: RPMI-8226. Synergy scores: CSS=41.3, Synergy_ZIP=1.40, Synergy_Bliss=1.24, Synergy_Loewe=-31.5, Synergy_HSA=0.997. (3) Drug 1: CCCS(=O)(=O)NC1=C(C(=C(C=C1)F)C(=O)C2=CNC3=C2C=C(C=N3)C4=CC=C(C=C4)Cl)F. Drug 2: CN(CC1=CN=C2C(=N1)C(=NC(=N2)N)N)C3=CC=C(C=C3)C(=O)NC(CCC(=O)O)C(=O)O. Cell line: M14. Synergy scores: CSS=44.8, Synergy_ZIP=-5.80, Synergy_Bliss=-4.43, Synergy_Loewe=-4.77, Synergy_HSA=-1.37.